From a dataset of Catalyst prediction with 721,799 reactions and 888 catalyst types from USPTO. Predict which catalyst facilitates the given reaction. (1) Reactant: CC(O)=O.O.[CH3:6][C:7]1[CH:8]=[C:9]2[C:13](=[CH:14][C:15]=1[N+:16]([O-])=O)[CH2:12][CH2:11][CH2:10]2. Product: [CH3:6][C:7]1[CH:8]=[C:9]2[C:13](=[CH:14][C:15]=1[NH2:16])[CH2:12][CH2:11][CH2:10]2. The catalyst class is: 447. (2) Reactant: [Cl:1][C:2]1[CH:3]=[C:4]([C:9]2[C:13]([CH:14]=O)=[C:12]([OH:16])[N:11]([CH3:17])[N:10]=2)[CH:5]=[C:6]([Cl:8])[CH:7]=1.C(=O)(O)[O-].[Na+]. The catalyst class is: 6. Product: [Cl:8][C:6]1[CH:5]=[C:4]([C:9]2[C:13]([CH3:14])=[C:12]([OH:16])[N:11]([CH3:17])[N:10]=2)[CH:3]=[C:2]([Cl:1])[CH:7]=1. (3) The catalyst class is: 7. Reactant: [Br:1][C:2]1[CH:10]=[C:9]2[C:5]([C:6]([CH:11]=[O:12])=[CH:7][NH:8]2)=[CH:4][CH:3]=1.[H-].[Na+].[N:15]1[CH:20]=[CH:19][CH:18]=[C:17]([S:21](Cl)(=[O:23])=[O:22])[CH:16]=1.[Cl-].[NH4+]. Product: [Br:1][C:2]1[CH:10]=[C:9]2[C:5]([C:6]([CH:11]=[O:12])=[CH:7][N:8]2[S:21]([C:17]2[CH:16]=[N:15][CH:20]=[CH:19][CH:18]=2)(=[O:23])=[O:22])=[CH:4][CH:3]=1. (4) Reactant: [C:1]([C:3]1[CH:8]=[CH:7][C:6]([N:9]([CH2:14][CH:15]2[CH2:17][CH2:16]2)[CH2:10][C:11](O)=[O:12])=[CH:5][C:4]=1[C:18]([F:21])([F:20])[F:19])#[N:2].C(OC(OC(C)(C)C)=O)(OC(C)(C)C)=O.[N:37]1C=CC=CC=1.[NH4+]. Product: [C:1]([C:3]1[CH:8]=[CH:7][C:6]([N:9]([CH2:14][CH:15]2[CH2:17][CH2:16]2)[CH2:10][C:11]([NH2:37])=[O:12])=[CH:5][C:4]=1[C:18]([F:21])([F:20])[F:19])#[N:2]. The catalyst class is: 10. (5) Reactant: [CH3:1][O:2][C:3]1[CH:4]=[C:5]2[C:10](=[CH:11][C:12]=1[O:13][CH3:14])[N:9]=[C:8]([C:15]1[CH:20]=[C:19]([O:21][CH3:22])[C:18]([O:23][CH3:24])=[C:17]([O:25][CH3:26])[CH:16]=1)[N:7]=[C:6]2O.[Cl:28]CCl.C(Cl)(C(Cl)=O)=O. Product: [Cl:28][C:6]1[C:5]2[C:10](=[CH:11][C:12]([O:13][CH3:14])=[C:3]([O:2][CH3:1])[CH:4]=2)[N:9]=[C:8]([C:15]2[CH:20]=[C:19]([O:21][CH3:22])[C:18]([O:23][CH3:24])=[C:17]([O:25][CH3:26])[CH:16]=2)[N:7]=1. The catalyst class is: 3. (6) Reactant: [Cl:1][C:2]1[N:3]=[N:4][C:5](Cl)=[CH:6][C:7]=1[C:8]1[CH:13]=[CH:12][CH:11]=[CH:10][CH:9]=1.[C:15]([N:22]1[CH2:27][CH2:26][NH:25][CH2:24][CH2:23]1)([O:17][C:18]([CH3:21])([CH3:20])[CH3:19])=[O:16].C(N(C(C)C)CC)(C)C. Product: [C:18]([O:17][C:15]([N:22]1[CH2:27][CH2:26][N:25]([C:5]2[N:4]=[N:3][C:2]([Cl:1])=[C:7]([C:8]3[CH:13]=[CH:12][CH:11]=[CH:10][CH:9]=3)[CH:6]=2)[CH2:24][CH2:23]1)=[O:16])([CH3:21])([CH3:19])[CH3:20]. The catalyst class is: 10.